From a dataset of Full USPTO retrosynthesis dataset with 1.9M reactions from patents (1976-2016). Predict the reactants needed to synthesize the given product. (1) The reactants are: [C:1]1([CH2:7][CH:8]=[O:9])[CH:6]=[CH:5][CH:4]=[CH:3][CH:2]=1.[Br:10]Br.C([O-])(O)=O.[Na+]. Given the product [Br:10][CH:7]([C:1]1[CH:6]=[CH:5][CH:4]=[CH:3][CH:2]=1)[CH:8]=[O:9], predict the reactants needed to synthesize it. (2) Given the product [Cl:26][CH2:27][C:28]([NH:17][C:13]1[CH:12]=[C:11]([C:9]2[NH:10][C:4]3[C:5](=[N:6][CH:7]=[C:2]([Cl:1])[CH:3]=3)[C:8]=2[C:18]2[CH:23]=[CH:22][C:21]([O:24][CH3:25])=[CH:20][N:19]=2)[CH:16]=[CH:15][N:14]=1)=[O:29], predict the reactants needed to synthesize it. The reactants are: [Cl:1][C:2]1[CH:3]=[C:4]2[NH:10][C:9]([C:11]3[CH:16]=[CH:15][N:14]=[C:13]([NH2:17])[CH:12]=3)=[C:8]([C:18]3[CH:23]=[CH:22][C:21]([O:24][CH3:25])=[CH:20][N:19]=3)[C:5]2=[N:6][CH:7]=1.[Cl:26][CH2:27][C:28](Cl)=[O:29].[OH-].N.